Dataset: Full USPTO retrosynthesis dataset with 1.9M reactions from patents (1976-2016). Task: Predict the reactants needed to synthesize the given product. (1) Given the product [Cl:35][C:4]1[CH:3]=[C:2]([C:38]2[CH:39]=[CH:40][O:36][CH:37]=2)[CH:7]=[CH:6][C:5]=1[S:8]([NH:11][C:12]1[N:17]=[C:16]([N:18]2[CH2:23][C@H:22]([CH3:24])[N:21]([C:25]([O:27][C:28]([CH3:31])([CH3:30])[CH3:29])=[O:26])[C@H:20]([CH3:32])[CH2:19]2)[CH:15]=[CH:14][C:13]=1[O:33][CH3:34])(=[O:10])=[O:9], predict the reactants needed to synthesize it. The reactants are: Br[C:2]1[CH:7]=[CH:6][C:5]([S:8]([NH:11][C:12]2[N:17]=[C:16]([N:18]3[CH2:23][C@H:22]([CH3:24])[N:21]([C:25]([O:27][C:28]([CH3:31])([CH3:30])[CH3:29])=[O:26])[C@H:20]([CH3:32])[CH2:19]3)[CH:15]=[CH:14][C:13]=2[O:33][CH3:34])(=[O:10])=[O:9])=[C:4]([Cl:35])[CH:3]=1.[O:36]1[CH:40]=[CH:39][C:38](B2OC(C)(C)C(C)(C)O2)=[CH:37]1.C(=O)([O-])[O-].[Na+].[Na+].O. (2) Given the product [F:1][C:2]1[CH:3]=[CH:4][C:5]([C:8]2(/[CH:14]=[CH:21]/[CH2:20][C:17]([OH:19])=[O:18])[CH2:9][CH2:10][CH2:11][CH2:12][CH2:13]2)=[CH:6][CH:7]=1, predict the reactants needed to synthesize it. The reactants are: [F:1][C:2]1[CH:7]=[CH:6][C:5]([C:8]2([CH:14]=O)[CH2:13][CH2:12][CH2:11][CH2:10][CH2:9]2)=[CH:4][CH:3]=1.[Br-].[C:17]([CH2:20][CH2:21][P+](C1C=CC=CC=1)(C1C=CC=CC=1)C1C=CC=CC=1)([OH:19])=[O:18].C[Si]([N-][Si](C)(C)C)(C)C.[Li+].Cl. (3) Given the product [N+:1]([C:4]1[CH:5]=[CH:6][C:7]([CH:8]([OH:9])[CH:12]=[CH2:13])=[CH:10][CH:11]=1)([O-:3])=[O:2], predict the reactants needed to synthesize it. The reactants are: [N+:1]([C:4]1[CH:11]=[CH:10][C:7]([CH:8]=[O:9])=[CH:6][CH:5]=1)([O-:3])=[O:2].[CH:12]([Mg]Br)=[CH2:13]. (4) Given the product [CH3:35][O:36][C:37]1[CH:38]=[CH:39][C:40]([C:43]([N:45]=[C:46]=[S:47])=[O:44])=[CH:41][CH:42]=1.[CH3:12][O:13][C:14]1[CH:15]=[C:16]2[C:21](=[CH:22][C:23]=1[O:24][CH3:25])[N:20]=[CH:19][CH:18]=[C:17]2[O:26][C:27]1[CH:33]=[CH:32][C:30]([NH:31][C:46]([NH:45][C:43](=[O:44])[C:40]2[CH:41]=[CH:42][C:37]([O:36][CH3:35])=[CH:38][CH:39]=2)=[S:47])=[C:29]([F:34])[CH:28]=1, predict the reactants needed to synthesize it. The reactants are: COC1C=CC(C(Cl)=O)=CC=1.[CH3:12][O:13][C:14]1[CH:15]=[C:16]2[C:21](=[CH:22][C:23]=1[O:24][CH3:25])[N:20]=[CH:19][CH:18]=[C:17]2[O:26][C:27]1[CH:33]=[CH:32][C:30]([NH2:31])=[C:29]([F:34])[CH:28]=1.[CH3:35][O:36][C:37]1[CH:42]=[CH:41][C:40]([C:43]([N:45]=[C:46]=[S:47])=[O:44])=[CH:39][CH:38]=1. (5) Given the product [F:1][C:2]1[CH:3]=[C:4]([NH:9][C:10]([NH:12][C@H:13]2[CH2:21][C@H:20]3[C@:16]([C:30]4[CH:35]=[CH:34][C:33]([O:36][CH3:37])=[C:32]([O:38][CH3:39])[CH:31]=4)([CH2:17][CH2:18][N:19]3[C:22](=[S:23])[NH2:24])[CH2:15][CH2:14]2)=[O:11])[CH:5]=[CH:6][C:7]=1[F:8], predict the reactants needed to synthesize it. The reactants are: [F:1][C:2]1[CH:3]=[C:4]([NH:9][C:10]([NH:12][C@H:13]2[CH2:21][C@H:20]3[C@:16]([C:30]4[CH:35]=[CH:34][C:33]([O:36][CH3:37])=[C:32]([O:38][CH3:39])[CH:31]=4)([CH2:17][CH2:18][N:19]3[C:22]([NH:24]C(=O)OCC)=[S:23])[CH2:15][CH2:14]2)=[O:11])[CH:5]=[CH:6][C:7]=1[F:8].[OH-].[Na+]. (6) Given the product [C:1]([C:5]1[C:6]([OH:16])=[C:7]([C:11]([CH3:15])=[C:12]([Cl:14])[CH:13]=1)[C:8]([NH:24][C:23]1[CH:25]=[CH:26][C:20]([N+:17]([O-:19])=[O:18])=[C:21]([C:27]([F:28])([F:29])[F:30])[CH:22]=1)=[O:10])([CH3:2])([CH3:3])[CH3:4], predict the reactants needed to synthesize it. The reactants are: [C:1]([C:5]1[CH:13]=[C:12]([Cl:14])[C:11]([CH3:15])=[C:7]([C:8]([OH:10])=O)[C:6]=1[OH:16])([CH3:4])([CH3:3])[CH3:2].[N+:17]([C:20]1[CH:26]=[CH:25][C:23]([NH2:24])=[CH:22][C:21]=1[C:27]([F:30])([F:29])[F:28])([O-:19])=[O:18]. (7) Given the product [Cl:1][C:2]1[N:3]=[CH:4][C:5]([C:6]2[S:31][C:10]([C:11]([O:13][CH3:14])=[O:12])=[N:9][N:8]=2)=[C:16]([NH:18][CH:19]([CH3:21])[CH3:20])[CH:17]=1, predict the reactants needed to synthesize it. The reactants are: [Cl:1][C:2]1[CH:17]=[C:16]([NH:18][CH:19]([CH3:21])[CH3:20])[C:5]([C:6]([NH:8][NH:9][C:10](=O)[C:11]([O:13][CH3:14])=[O:12])=O)=[CH:4][N:3]=1.COC1C=CC(P2(SP(C3C=CC(OC)=CC=3)(=S)S2)=[S:31])=CC=1. (8) Given the product [C:21]([CH2:20][C:16]1([N:14]2[CH:15]=[C:11]([C:8]([NH2:9])=[O:10])[C:12]([NH:23][C:24]3[CH:29]=[CH:28][CH:27]=[CH:26][CH:25]=3)=[N:13]2)[CH2:17][N:18]([C:47](=[O:48])[NH:46][C:42]2[CH:43]=[CH:44][CH:45]=[C:40]([F:39])[CH:41]=2)[CH2:19]1)#[N:22], predict the reactants needed to synthesize it. The reactants are: FC(F)(F)C([O-])=O.[C:8]([C:11]1[C:12]([NH:23][C:24]2[CH:29]=[CH:28][CH:27]=[CH:26][CH:25]=2)=[N:13][N:14]([C:16]2([CH2:20][C:21]#[N:22])[CH2:19][NH2+:18][CH2:17]2)[CH:15]=1)(=[O:10])[NH2:9].CCN(C(C)C)C(C)C.[F:39][C:40]1[CH:45]=[CH:44][CH:43]=[C:42]([N:46]=[C:47]=[O:48])[CH:41]=1.